This data is from Catalyst prediction with 721,799 reactions and 888 catalyst types from USPTO. The task is: Predict which catalyst facilitates the given reaction. (1) Reactant: [Cl:1][C:2]1[CH:7]=[CH:6][C:5]([CH2:8][C@@H:9](NC(OC(C)(C)C)=O)[C:10](=[O:29])[N:11]2[CH2:16][CH2:15][CH:14]([C:17]3[CH:22]=[CH:21][CH:20]=[CH:19][C:18]=3[N:23]3[CH:27]=[CH:26][NH:25][C:24]3=[O:28])[CH2:13][CH2:12]2)=[CH:4][CH:3]=1.Cl.[N:39]1([C:52]([O:54][C:55]([CH3:58])([CH3:57])[CH3:56])=[O:53])[CH2:48][C:47]2[C:42](=[CH:43][CH:44]=[CH:45][CH:46]=2)[CH2:41][C@H:40]1[C:49](O)=[O:50].C(Cl)CCl.C1C=CC2N(O)N=[N:69]C=2C=1. Product: [Cl:1][C:2]1[CH:3]=[CH:4][C:5]([CH2:8][C@@H:9]([NH:69][C:49]([C@@H:40]2[CH2:41][C:42]3[C:47](=[CH:46][CH:45]=[CH:44][CH:43]=3)[CH2:48][N:39]2[C:52]([O:54][C:55]([CH3:58])([CH3:57])[CH3:56])=[O:53])=[O:50])[C:10](=[O:29])[N:11]2[CH2:16][CH2:15][CH:14]([C:17]3[CH:22]=[CH:21][CH:20]=[CH:19][C:18]=3[N:23]3[CH:27]=[CH:26][NH:25][C:24]3=[O:28])[CH2:13][CH2:12]2)=[CH:6][CH:7]=1. The catalyst class is: 795. (2) Reactant: [CH2:1]([C@H:8]1[CH2:12][O:11][C:10](=[O:13])[NH:9]1)[C:2]1[CH:7]=[CH:6][CH:5]=[CH:4][CH:3]=1.[Li]CCCC.[CH:19]1([CH2:24][CH2:25][C:26](Cl)=[O:27])[CH2:23][CH2:22][CH2:21][CH2:20]1. Product: [CH2:1]([C@H:8]1[CH2:12][O:11][C:10](=[O:13])[N:9]1[C:26](=[O:27])[CH2:25][CH2:24][CH:19]1[CH2:23][CH2:22][CH2:21][CH2:20]1)[C:2]1[CH:3]=[CH:4][CH:5]=[CH:6][CH:7]=1. The catalyst class is: 1. (3) Reactant: [CH2:1]([C:8]1[C:9]([CH3:14])=[N:10][NH:11][C:12]=1[NH2:13])[C:2]1[CH:7]=[CH:6][CH:5]=[CH:4][CH:3]=1.O=[C:16]([C:22]1[CH:27]=[CH:26][CH:25]=[CH:24][CH:23]=1)[CH2:17][C:18](OC)=[O:19].CC(=O)OCC. Product: [CH2:1]([C:8]1[C:9]([CH3:14])=[N:10][N:11]2[C:18](=[O:19])[CH:17]=[C:16]([C:22]3[CH:27]=[CH:26][CH:25]=[CH:24][CH:23]=3)[NH:13][C:12]=12)[C:2]1[CH:3]=[CH:4][CH:5]=[CH:6][CH:7]=1. The catalyst class is: 15. (4) Reactant: [NH2:1][C:2]1[CH:3]=[CH:4][C:5]([O:10][C:11]([F:14])([F:13])[F:12])=[C:6]([CH2:8][OH:9])[CH:7]=1.N1[CH:19]=[CH:18]N=C1.[Si:20](Cl)([C:23]([CH3:26])([CH3:25])[CH3:24])([CH3:22])[CH3:21]. Product: [Si:20]([O:9][CH2:8][C:6]1[CH:7]=[C:2]([NH:1][C:19]2[CH:18]=[CH:6][CH:7]=[CH:2][CH:3]=2)[CH:3]=[CH:4][C:5]=1[O:10][C:11]([F:12])([F:13])[F:14])([C:23]([CH3:26])([CH3:25])[CH3:24])([CH3:22])[CH3:21]. The catalyst class is: 3. (5) Reactant: [C:1]12([CH2:11][NH:12][C:13]3[CH:18]=[CH:17][C:16]([S:19]([NH:22][C:23]([C:25]4[CH:30]=[CH:29][C:28]([C:31]5[CH:36]=[CH:35][C:34]([F:37])=[CH:33][C:32]=5[NH2:38])=[CH:27][CH:26]=4)=[O:24])(=[O:21])=[O:20])=[CH:15][C:14]=3[N+:39]([O-:41])=[O:40])[CH2:10][CH:5]3[CH2:6][CH:7]([CH2:9][CH:3]([CH2:4]3)[CH2:2]1)[CH2:8]2.Cl[C:43]([O:45][CH3:46])=[O:44].C(N(CC)C(C)C)(C)C.Cl. Product: [C:1]12([CH2:11][NH:12][C:13]3[CH:18]=[CH:17][C:16]([S:19]([NH:22][C:23]([C:25]4[CH:30]=[CH:29][C:28]([C:31]5[CH:36]=[CH:35][C:34]([F:37])=[CH:33][C:32]=5[NH:38][C:43]([O:45][CH3:46])=[O:44])=[CH:27][CH:26]=4)=[O:24])(=[O:21])=[O:20])=[CH:15][C:14]=3[N+:39]([O-:41])=[O:40])[CH2:2][CH:3]3[CH2:9][CH:7]([CH2:6][CH:5]([CH2:4]3)[CH2:10]1)[CH2:8]2. The catalyst class is: 166. (6) Reactant: [CH2:1]([C:5]1[C:6]([CH3:12])=[C:7]([C:10]#[N:11])[S:8][CH:9]=1)[CH:2]([CH3:4])[CH3:3].C([O-])(O)=O.[Na+].Cl.[NH2:19][OH:20]. Product: [OH:20][NH:19][C:10]([C:7]1[S:8][CH:9]=[C:5]([CH2:1][CH:2]([CH3:4])[CH3:3])[C:6]=1[CH3:12])=[NH:11]. The catalyst class is: 5. (7) Product: [Cl:1][C:2]1[C:7]([C:8]2[CH:9]=[CH:10][CH:11]=[CH:12][CH:13]=2)=[N:6][N:5]=[C:4]2[N:14]([CH3:23])[N:15]=[C:16]([C:17]3[CH:22]=[C:21]([C:28]#[C:27][CH2:26][OH:29])[CH:20]=[CH:19][CH:18]=3)[C:3]=12. Reactant: [Cl:1][C:2]1[C:7]([C:8]2[CH:13]=[CH:12][CH:11]=[CH:10][CH:9]=2)=[N:6][N:5]=[C:4]2[N:14]([CH2:23]CO)[N:15]=[C:16]([C:17]3[CH:22]=[CH:21][CH:20]=[CH:19][CH:18]=3)[C:3]=12.[CH2:26]([OH:29])[C:27]#[CH:28].C(N(CC)CC)C.C1(P(C2C=CC=CC=2)C2C=CC=CC=2)C=CC=CC=1. The catalyst class is: 77.